Predict the product of the given reaction. From a dataset of Forward reaction prediction with 1.9M reactions from USPTO patents (1976-2016). (1) Given the reactants [CH:1]1([N:6]2[C:14]3[C:13]([C:15]#[N:16])=[CH:12][N:11]=[C:10]([O:17][CH3:18])[C:9]=3[C:8]([C:19]3[CH:20]=[N:21][NH:22][CH:23]=3)=[CH:7]2)[CH2:5][CH2:4][CH2:3][CH2:2]1.[H-].[Na+].Br[CH2:27][C:28]#[N:29].O, predict the reaction product. The product is: [C:28]([CH2:27][N:21]1[CH:20]=[C:19]([C:8]2[C:9]3[C:10]([O:17][CH3:18])=[N:11][CH:12]=[C:13]([C:15]#[N:16])[C:14]=3[N:6]([CH:1]3[CH2:5][CH2:4][CH2:3][CH2:2]3)[CH:7]=2)[CH:23]=[N:22]1)#[N:29]. (2) Given the reactants [Cl:1][C:2]1[CH:7]=[CH:6][C:5]([C:8]2([C:12]([N:14]3[CH2:19][CH2:18][CH2:17][CH:16]([CH2:20]OS(C)(=O)=O)[CH2:15]3)=[O:13])[CH2:11][CH2:10][CH2:9]2)=[CH:4][CH:3]=1.[CH3:26][O:27][C:28]1[CH:33]=[CH:32][CH:31]=[CH:30][C:29]=1[N:34]1[CH2:39][CH2:38][NH:37][CH2:36][CH2:35]1.C(N(CC)CC)C, predict the reaction product. The product is: [Cl:1][C:2]1[CH:7]=[CH:6][C:5]([C:8]2([C:12]([N:14]3[CH2:19][CH2:18][CH2:17][CH:16]([CH2:20][N:37]4[CH2:38][CH2:39][N:34]([C:29]5[CH:30]=[CH:31][CH:32]=[CH:33][C:28]=5[O:27][CH3:26])[CH2:35][CH2:36]4)[CH2:15]3)=[O:13])[CH2:11][CH2:10][CH2:9]2)=[CH:4][CH:3]=1. (3) Given the reactants [CH2:1]([N:3]1[C:7]2=[N:8][C:9]([CH2:42][CH3:43])=[C:10]([CH2:19][NH:20][C:21](=[O:41])[CH2:22][C:23]([NH:25][CH2:26][C:27]3[CH:28]=[C:29]([C:33]4[CH:38]=[CH:37][CH:36]=[C:35](C=O)[CH:34]=4)[CH:30]=[CH:31][CH:32]=3)=[O:24])[C:11]([NH:12][CH:13]3[CH2:18][CH2:17][O:16][CH2:15][CH2:14]3)=[C:6]2[CH:5]=[N:4]1)[CH3:2].[N:44]1([C:51](OC(C)(C)C)=O)[CH2:50][CH2:49][CH2:48][NH:47][CH2:46][CH2:45]1.[BH-](OC(C)=O)(OC(C)=O)OC(C)=O.[Na+].CC(O)=O.C(O)(C(F)(F)F)=O, predict the reaction product. The product is: [CH2:1]([N:3]1[C:7]2=[N:8][C:9]([CH2:42][CH3:43])=[C:10]([CH2:19][NH:20][C:21](=[O:41])[CH2:22][C:23]([NH:25][CH2:26][C:27]3[CH:28]=[C:29]([C:33]4[CH:34]=[CH:35][CH:36]=[C:37]([CH2:51][N:44]5[CH2:50][CH2:49][CH2:48][NH:47][CH2:46][CH2:45]5)[CH:38]=4)[CH:30]=[CH:31][CH:32]=3)=[O:24])[C:11]([NH:12][CH:13]3[CH2:18][CH2:17][O:16][CH2:15][CH2:14]3)=[C:6]2[CH:5]=[N:4]1)[CH3:2]. (4) Given the reactants Br.[OH:2][C:3]1[C:8]([NH2:9])=[CH:7][CH:6]=[CH:5][C:4]=1[C:10]1[S:11][C:12]([CH3:18])=[C:13]([C:15]([OH:17])=[O:16])[N:14]=1.[N:19]([O-])=O.[Na+].[CH2:23]1[C:31]2[C:26](=[CH:27][C:28]([N:32]3[C:36](=[O:37])[CH2:35][C:34]([CH3:38])=[N:33]3)=[CH:29][CH:30]=2)[CH2:25][CH2:24]1.C(=O)(O)[O-].[Na+], predict the reaction product. The product is: [OH:2][C:3]1[C:8]([NH:9][N:19]=[C:35]2[C:36](=[O:37])[N:32]([C:28]3[CH:27]=[C:26]4[C:31](=[CH:30][CH:29]=3)[CH2:23][CH2:24][CH2:25]4)[N:33]=[C:34]2[CH3:38])=[CH:7][CH:6]=[CH:5][C:4]=1[C:10]1[S:11][C:12]([CH3:18])=[C:13]([C:15]([OH:17])=[O:16])[N:14]=1. (5) Given the reactants [Cl:1][C:2]1[CH:7]=[CH:6][C:5]([C@H:8]2[C@H:13]([O:14][CH2:15][C:16]3[CH:21]=[CH:20][CH:19]=[CH:18][CH:17]=3)[C@@H:12]([O:22][CH2:23][C:24]3[CH:29]=[CH:28][CH:27]=[CH:26][CH:25]=3)[C@H:11]([O:30][CH2:31][C:32]3[CH:37]=[CH:36][CH:35]=[CH:34][CH:33]=3)[C@@H:10]([CH2:38][O:39][CH2:40][C:41]3[CH:46]=[CH:45][CH:44]=[CH:43][CH:42]=3)[O:9]2)=[CH:4][C:3]=1[CH2:47]O.P(Br)(Br)[Br:50].N1C=CC=CC=1, predict the reaction product. The product is: [CH2:31]([O:30][C@H:11]1[C@H:12]([O:22][CH2:23][C:24]2[CH:29]=[CH:28][CH:27]=[CH:26][CH:25]=2)[C@@H:13]([O:14][CH2:15][C:16]2[CH:21]=[CH:20][CH:19]=[CH:18][CH:17]=2)[C@H:8]([C:5]2[CH:6]=[CH:7][C:2]([Cl:1])=[C:3]([CH2:47][Br:50])[CH:4]=2)[O:9][C@@H:10]1[CH2:38][O:39][CH2:40][C:41]1[CH:46]=[CH:45][CH:44]=[CH:43][CH:42]=1)[C:32]1[CH:37]=[CH:36][CH:35]=[CH:34][CH:33]=1. (6) Given the reactants [H-].[Na+].Cl[CH2:4][CH2:5][S:6](Cl)(=[O:8])=[O:7].[F:10][C:11]1[CH:12]=[C:13]([CH:29]=[CH:30][CH:31]=1)[CH2:14][O:15][C:16]1[CH:21]=[CH:20][C:19]([C:22]2[C:23]([NH2:28])=[N:24][CH:25]=[CH:26][CH:27]=2)=[CH:18][CH:17]=1, predict the reaction product. The product is: [F:10][C:11]1[CH:12]=[C:13]([CH:29]=[CH:30][CH:31]=1)[CH2:14][O:15][C:16]1[CH:17]=[CH:18][C:19]([C:22]2[C:23]3=[N:28][S:6](=[O:8])(=[O:7])[CH2:5][CH2:4][N:24]3[CH:25]=[CH:26][CH:27]=2)=[CH:20][CH:21]=1. (7) Given the reactants [CH2:1]([N:4]1[C:12]2[C:7](=[CH:8][CH:9]=[C:10](Br)[CH:11]=2)[C:6]([C:14]([C:20]2[CH:21]=[C:22]3[C:26](=[CH:27][CH:28]=2)[N:25]([C:29]2[CH:34]=[CH:33][C:32]([F:35])=[CH:31][CH:30]=2)[N:24]=[CH:23]3)([OH:19])[C:15]([F:18])([F:17])[F:16])=[CH:5]1)[CH:2]=[CH2:3].[NH:36]1[CH2:40][CH2:39][CH2:38][CH2:37]1.CC(C)([O-])C.[Na+], predict the reaction product. The product is: [CH2:1]([N:4]1[C:12]2[C:7](=[CH:8][CH:9]=[C:10]([N:36]3[CH2:40][CH2:39][CH2:38][CH2:37]3)[CH:11]=2)[C:6]([C:14]([C:20]2[CH:21]=[C:22]3[C:26](=[CH:27][CH:28]=2)[N:25]([C:29]2[CH:34]=[CH:33][C:32]([F:35])=[CH:31][CH:30]=2)[N:24]=[CH:23]3)([OH:19])[C:15]([F:18])([F:17])[F:16])=[CH:5]1)[CH:2]=[CH2:3].